Dataset: Reaction yield outcomes from USPTO patents with 853,638 reactions. Task: Predict the reaction yield, written as a fraction of the theoretical maximum amount of product (1.0 means a 100% yield; for example, 0.34 means a 34% yield). (1) The reactants are [NH2:1][CH2:2][C:3]1[CH:4]=[N:5][CH:6]=[CH:7][CH:8]=1.CCN=C=NCCCN(C)C.Cl.[F:21][C:22]1[CH:32]=[CH:31][CH:30]=[CH:29][C:23]=1[CH:24]=[CH:25][C:26](O)=[O:27]. The catalyst is C(Cl)Cl. The product is [F:21][C:22]1[CH:32]=[CH:31][CH:30]=[CH:29][C:23]=1/[CH:24]=[CH:25]/[C:26]([NH:1][CH2:2][C:3]1[CH:4]=[N:5][CH:6]=[CH:7][CH:8]=1)=[O:27]. The yield is 0.850. (2) The reactants are [F:1][C:2]1[CH:7]=[CH:6][CH:5]=[CH:4][C:3]=1[N:8]1[C:12]([C:13]2[CH:18]=[CH:17][CH:16]=[CH:15][C:14]=2[C:19]2[CH:24]=[CH:23][CH:22]=[CH:21][C:20]=2O)=[N:11][N:10]=[N:9]1.[F:26][C:27]([F:38])([F:37])C1C=CC=CC=1B(O)O. No catalyst specified. The product is [F:1][C:2]1[CH:7]=[CH:6][CH:5]=[CH:4][C:3]=1[N:8]1[C:12]([C:13]2[CH:18]=[CH:17][CH:16]=[CH:15][C:14]=2[C:19]2[CH:24]=[CH:23][CH:22]=[CH:21][C:20]=2[C:27]([F:38])([F:37])[F:26])=[N:11][N:10]=[N:9]1. The yield is 0.0900. (3) The reactants are [CH3:1][NH:2][CH2:3][C:4]1[C:12]2[C:7](=[CH:8][CH:9]=[CH:10][CH:11]=2)[NH:6][C:5]=1[CH3:13].[CH3:14][N:15]1[CH2:21][C:20]2[CH:22]=[C:23]([CH:26]=[CH:27][C:28](O)=[O:29])[CH:24]=[N:25][C:19]=2[NH:18][C:17](=[O:31])[CH2:16]1. The product is [CH3:1][N:2]([CH2:3][C:4]1[C:12]2[C:7](=[CH:8][CH:9]=[CH:10][CH:11]=2)[NH:6][C:5]=1[CH3:13])[C:28](=[O:29])/[CH:27]=[CH:26]/[C:23]1[CH:24]=[N:25][C:19]2[NH:18][C:17](=[O:31])[CH2:16][N:15]([CH3:14])[CH2:21][C:20]=2[CH:22]=1. The yield is 0.0900. No catalyst specified. (4) The reactants are Cl[C:2]1[C:7]([CH3:8])=[C:6]([CH3:9])[N:5]=[C:4]([NH:10][CH2:11][C:12]2[CH:17]=[CH:16][CH:15]=[CH:14][N:13]=2)[N:3]=1.Cl.[F:19][C:20]1([F:27])[CH2:25][CH2:24][CH:23]([NH2:26])[CH2:22][CH2:21]1. The catalyst is C(#N)C.O. The product is [F:19][C:20]1([F:27])[CH2:25][CH2:24][CH:23]([NH:26][C:2]2[C:7]([CH3:8])=[C:6]([CH3:9])[N:5]=[C:4]([NH:10][CH2:11][C:12]3[CH:17]=[CH:16][CH:15]=[CH:14][N:13]=3)[N:3]=2)[CH2:22][CH2:21]1. The yield is 0.250.